From a dataset of Reaction yield outcomes from USPTO patents with 853,638 reactions. Predict the reaction yield, written as a fraction of the theoretical maximum amount of product (1.0 means a 100% yield; for example, 0.34 means a 34% yield). (1) The reactants are [NH2:1][C:2]1[CH:3]=[C:4]([CH:10]=[CH:11][CH:12]=1)[C:5]([O:7][CH2:8][CH3:9])=[O:6].[F:13][C:14]([F:27])([O:18][C:19]1[CH:20]=[C:21]([CH:24]=[CH:25][CH:26]=1)[CH:22]=O)[CH:15]([F:17])[F:16].C(O)(=O)C.[BH-](OC(C)=O)(OC(C)=O)OC(C)=O.[Na+]. The catalyst is ClC(Cl)C. The product is [F:13][C:14]([F:27])([O:18][C:19]1[CH:20]=[C:21]([CH2:22][NH:1][C:2]2[CH:3]=[C:4]([CH:10]=[CH:11][CH:12]=2)[C:5]([O:7][CH2:8][CH3:9])=[O:6])[CH:24]=[CH:25][CH:26]=1)[CH:15]([F:16])[F:17]. The yield is 0.980. (2) The reactants are [CH3:1][O:2][C:3]([C:5]1[C:6]2[CH:7]=[CH:8][CH:9]=[N:10][C:11]=2[C:12]([O:27]C(C2C=CC=CC=2)C2C=CC=CC=2)=[C:13]2[C:17](=[O:18])[N:16]([CH2:19][C:20]3[CH:25]=[CH:24][C:23]([F:26])=[CH:22][CH:21]=3)[CH2:15][C:14]=12)=[O:4].C(O)(C(F)(F)F)=O.C([SiH](CC)CC)C. The catalyst is ClCCl. The product is [CH3:1][O:2][C:3]([C:5]1[C:6]2[CH:7]=[CH:8][CH:9]=[N:10][C:11]=2[C:12]([OH:27])=[C:13]2[C:17](=[O:18])[N:16]([CH2:19][C:20]3[CH:21]=[CH:22][C:23]([F:26])=[CH:24][CH:25]=3)[CH2:15][C:14]=12)=[O:4]. The yield is 1.00. (3) The reactants are [C:1]([O:5][C:6]([N:8]1[CH2:13][CH2:12][C:11]2[N:14]([CH2:24][C:25]([F:28])([F:27])[F:26])[C:15]([C:17]3[CH:22]=[CH:21][N:20]=[C:19](N)[N:18]=3)=[CH:16][C:10]=2[C:9]1=[O:29])=[O:7])([CH3:4])([CH3:3])[CH3:2].[I-:30].[Cs+].II.N(OCCC(C)C)=O. The catalyst is C(COC)OC.[Cu](I)I. The product is [C:1]([O:5][C:6]([N:8]1[CH2:13][CH2:12][C:11]2[N:14]([CH2:24][C:25]([F:28])([F:27])[F:26])[C:15]([C:17]3[CH:22]=[CH:21][N:20]=[C:19]([I:30])[N:18]=3)=[CH:16][C:10]=2[C:9]1=[O:29])=[O:7])([CH3:4])([CH3:3])[CH3:2]. The yield is 0.350. (4) The catalyst is C1COCC1. The product is [Si:21]([O:16][CH2:15][CH2:14][C@@H:12]1[CH2:13][N:11]1[S:8]([C:5]1[CH:4]=[CH:3][C:2]([F:1])=[CH:7][CH:6]=1)(=[O:10])=[O:9])([C:18]([CH3:20])([CH3:19])[CH3:17])([CH3:23])[CH3:22]. The reactants are [F:1][C:2]1[CH:7]=[CH:6][C:5]([S:8]([N:11]2[CH2:13][C@H:12]2[CH2:14][CH2:15][OH:16])(=[O:10])=[O:9])=[CH:4][CH:3]=1.[CH3:17][C:18]([Si:21](Cl)([CH3:23])[CH3:22])([CH3:20])[CH3:19].N1C=CN=C1. The yield is 0.850.